Dataset: Forward reaction prediction with 1.9M reactions from USPTO patents (1976-2016). Task: Predict the product of the given reaction. Given the reactants [CH3:1][O:2][C:3]1[CH:36]=[CH:35][C:6]([CH2:7][O:8][C:9]2[CH:10]=[C:11]([C:16]3[N:21]=[C:20]([C:22]([O:24][CH3:25])=[O:23])[CH:19]=[CH:18][C:17]=3B3OC(C)(C)C(C)(C)O3)[CH:12]=[CH:13][C:14]=2[Cl:15])=[CH:5][CH:4]=1.Br[C:38]1[C:43]([Cl:44])=[CH:42][C:41]([CH3:45])=[CH:40][N:39]=1, predict the reaction product. The product is: [Cl:44][C:43]1[C:38]([C:17]2[C:16]([C:11]3[CH:12]=[CH:13][C:14]([Cl:15])=[C:9]([O:8][CH2:7][C:6]4[CH:35]=[CH:36][C:3]([O:2][CH3:1])=[CH:4][CH:5]=4)[CH:10]=3)=[N:21][C:20]([C:22]([O:24][CH3:25])=[O:23])=[CH:19][CH:18]=2)=[N:39][CH:40]=[C:41]([CH3:45])[CH:42]=1.